Dataset: NCI-60 drug combinations with 297,098 pairs across 59 cell lines. Task: Regression. Given two drug SMILES strings and cell line genomic features, predict the synergy score measuring deviation from expected non-interaction effect. (1) Drug 1: CC(C)(C#N)C1=CC(=CC(=C1)CN2C=NC=N2)C(C)(C)C#N. Drug 2: C(CN)CNCCSP(=O)(O)O. Cell line: U251. Synergy scores: CSS=-6.49, Synergy_ZIP=6.66, Synergy_Bliss=5.02, Synergy_Loewe=0.266, Synergy_HSA=-3.02. (2) Drug 1: C1C(C(OC1N2C=NC3=C2NC=NCC3O)CO)O. Drug 2: CC12CCC3C(C1CCC2OP(=O)(O)O)CCC4=C3C=CC(=C4)OC(=O)N(CCCl)CCCl.[Na+]. Cell line: HCT116. Synergy scores: CSS=10.4, Synergy_ZIP=-1.94, Synergy_Bliss=2.82, Synergy_Loewe=2.78, Synergy_HSA=2.18.